Dataset: Catalyst prediction with 721,799 reactions and 888 catalyst types from USPTO. Task: Predict which catalyst facilitates the given reaction. (1) Reactant: [K].C([O:9][C:10]1[CH:15]=[C:14]([CH2:16][CH:17]([CH3:26])[C:18](=[O:25])[C:19]2[CH:24]=[CH:23][CH:22]=[CH:21][CH:20]=2)[CH:13]=[CH:12][C:11]=1[N:27]1[S:31](=[O:33])(=[O:32])[NH:30][C:29](=[O:34])[CH2:28]1)C1C=CC=CC=1. Product: [OH:9][C:10]1[CH:15]=[C:14]([CH2:16][CH:17]([CH3:26])[CH:18]([OH:25])[C:19]2[CH:20]=[CH:21][CH:22]=[CH:23][CH:24]=2)[CH:13]=[CH:12][C:11]=1[N:27]1[S:31](=[O:33])(=[O:32])[NH:30][C:29](=[O:34])[CH2:28]1. The catalyst class is: 748. (2) Reactant: [CH3:1][CH2:2][N:3]([CH2:6][CH2:7][NH:8][C:9]([C:11]1[C:12]([CH3:29])=[C:13](/[CH:17]=[C:18]2/[C:19]3[CH:20]=[C:21]([F:28])[CH:22]=[CH:23][C:24]=3[NH:25][C:26]/2=[O:27])[NH:14][C:15]=1[CH3:16])=[O:10])[CH2:4][CH3:5].[C:30]([OH:38])(=[O:37])[C@H:31]([CH2:33][C:34]([OH:36])=[O:35])[OH:32]. Product: [CH3:1][CH2:2][N:3]([CH2:6][CH2:7][NH:8][C:9]([C:11]1[C:12]([CH3:29])=[C:13](/[CH:17]=[C:18]2/[C:19]3[CH:20]=[C:21]([F:28])[CH:22]=[CH:23][C:24]=3[NH:25][C:26]/2=[O:27])[NH:14][C:15]=1[CH3:16])=[O:10])[CH2:4][CH3:5].[C:30]([O-:38])(=[O:37])[C@H:31]([CH2:33][C:34]([O-:36])=[O:35])[OH:32]. The catalyst class is: 5. (3) Reactant: Cl.[N+:2]([C:5]1[CH:6]=[C:7]([CH:10]=[CH:11][CH:12]=1)[CH2:8][NH2:9])([O-:4])=[O:3].C(N(CC)C(C)C)(C)C.[C:22](O[C:22]([O:24][C:25]([CH3:28])([CH3:27])[CH3:26])=[O:23])([O:24][C:25]([CH3:28])([CH3:27])[CH3:26])=[O:23]. Product: [C:25]([O:24][C:22](=[O:23])[NH:9][CH2:8][C:7]1[CH:10]=[CH:11][CH:12]=[C:5]([N+:2]([O-:4])=[O:3])[CH:6]=1)([CH3:28])([CH3:27])[CH3:26]. The catalyst class is: 756. (4) Reactant: [CH2:1]([O:3][C:4](=[O:25])[C:5]1[CH:10]=[CH:9][C:8]([N:11]2[C:19]3[C:14](=[CH:15][C:16]([C:20](O)=[O:21])=[CH:17][CH:18]=3)[C:13]([C:23]#[N:24])=[CH:12]2)=[CH:7][CH:6]=1)[CH3:2].Cl.[CH3:27][NH:28][CH3:29].C(N(CC)CC)C.Cl. Product: [CH2:1]([O:3][C:4](=[O:25])[C:5]1[CH:10]=[CH:9][C:8]([N:11]2[C:19]3[C:14](=[CH:15][C:16]([C:20]([N:28]([CH3:29])[CH3:27])=[O:21])=[CH:17][CH:18]=3)[C:13]([C:23]#[N:24])=[CH:12]2)=[CH:7][CH:6]=1)[CH3:2]. The catalyst class is: 119. (5) Reactant: [CH:1]1([CH2:4][OH:5])[CH2:3][CH2:2]1.[C:6](=O)([O:15]N1C(=O)CCC1=O)[O:7][N:8]1[C:12](=[O:13])[CH2:11][CH2:10][C:9]1=[O:14].C(N(CC)CC)C. Product: [C:6](=[O:15])([O:7][N:8]1[C:12](=[O:13])[CH2:11][CH2:10][C:9]1=[O:14])[O:5][CH2:4][CH:1]1[CH2:3][CH2:2]1. The catalyst class is: 10. (6) Reactant: [S:1]1[CH:5]=[CH:4][CH:3]=[CH:2]1.[Li]CCCC.[CH2:11]1[O:14][C@H:12]1[CH3:13].B(F)(F)F.CCOCC.CCN(C(C)C)C(C)C.[CH3:33][S:34](Cl)(=[O:36])=[O:35]. Product: [CH3:33][S:34]([O:14][C@@H:12]([CH3:13])[CH2:11][C:2]1[S:1][CH:5]=[CH:4][CH:3]=1)(=[O:36])=[O:35]. The catalyst class is: 76. (7) Reactant: [Cl:1][C:2]1[CH:7]=[C:6]([CH3:8])[N:5]=[C:4]([NH2:9])[N:3]=1.C1C(=O)N([I:17])C(=O)C1.[O-]S([O-])(=S)=O.[Na+].[Na+].C([O-])(O)=O.[Na+]. Product: [Cl:1][C:2]1[C:7]([I:17])=[C:6]([CH3:8])[N:5]=[C:4]([NH2:9])[N:3]=1. The catalyst class is: 15. (8) Reactant: Cl.[CH3:2][C:3]1[CH:8]=[CH:7][N:6]=[CH:5][C:4]=1[C:9]1[C:10](=[O:16])[NH:11][C:12](=[O:15])[NH:13][CH:14]=1.C([O-])([O-])=O.[K+].[K+].Br[CH2:24][CH2:25][CH:26]([O:29][CH3:30])[O:27][CH3:28].O. The catalyst class is: 3. Product: [CH3:28][O:27][CH:26]([O:29][CH3:30])[CH2:25][CH2:24][N:13]1[CH:14]=[C:9]([C:4]2[CH:5]=[N:6][CH:7]=[CH:8][C:3]=2[CH3:2])[C:10](=[O:16])[NH:11][C:12]1=[O:15].